From a dataset of Peptide-MHC class I binding affinity with 185,985 pairs from IEDB/IMGT. Regression. Given a peptide amino acid sequence and an MHC pseudo amino acid sequence, predict their binding affinity value. This is MHC class I binding data. (1) The peptide sequence is TWEAWWTEYW. The MHC is HLA-A02:06 with pseudo-sequence HLA-A02:06. The binding affinity (normalized) is 0. (2) The peptide sequence is ARWLFPVYL. The MHC is HLA-B35:01 with pseudo-sequence HLA-B35:01. The binding affinity (normalized) is 0.0847. (3) The binding affinity (normalized) is 0.213. The peptide sequence is QAYAAPQLF. The MHC is HLA-B40:01 with pseudo-sequence HLA-B40:01. (4) The peptide sequence is SMVNGVVRL. The MHC is HLA-A02:01 with pseudo-sequence HLA-A02:01. The binding affinity (normalized) is 0.941. (5) The peptide sequence is VPDIKLDAVL. The MHC is HLA-B53:01 with pseudo-sequence HLA-B53:01. The binding affinity (normalized) is 0.547.